From a dataset of Full USPTO retrosynthesis dataset with 1.9M reactions from patents (1976-2016). Predict the reactants needed to synthesize the given product. The reactants are: [Si]([O:8][CH2:9][CH2:10][C@@:11]1([C:24]([N:26]2[CH2:35][CH2:34][C:33]3[N:32]=[CH:31][C:30]([C:36]([F:39])([F:38])[F:37])=[CH:29][C:28]=3[CH2:27]2)=[O:25])[CH2:15][C@H:14]([NH:16][C:17](=[O:23])[O:18][C:19]([CH3:22])([CH3:21])[CH3:20])[CH:13]=[CH:12]1)(C(C)(C)C)(C)C.CCCC[N+](CCCC)(CCCC)CCCC.[F-].O. Given the product [OH:8][CH2:9][CH2:10][C@@:11]1([C:24]([N:26]2[CH2:35][CH2:34][C:33]3[N:32]=[CH:31][C:30]([C:36]([F:39])([F:38])[F:37])=[CH:29][C:28]=3[CH2:27]2)=[O:25])[CH2:15][C@H:14]([NH:16][C:17](=[O:23])[O:18][C:19]([CH3:22])([CH3:21])[CH3:20])[CH:13]=[CH:12]1, predict the reactants needed to synthesize it.